Dataset: Forward reaction prediction with 1.9M reactions from USPTO patents (1976-2016). Task: Predict the product of the given reaction. (1) Given the reactants [C:1]([O:5][C@@H:6]([CH3:18])[C@H:7]([NH:10][C:11]1[CH:16]=[CH:15][N:14]=[C:13]([Cl:17])[N:12]=1)[CH2:8][OH:9])([CH3:4])([CH3:3])[CH3:2].Cl[C:20](Cl)([O:22]C(=O)OC(Cl)(Cl)Cl)Cl.CC1C=CC=C(C)N=1.CCOC(C)=O.CCCCCCC, predict the reaction product. The product is: [C:1]([O:5][C@H:6]([C@H:7]1[CH2:8][O:9][C:20](=[O:22])[N:10]1[C:11]1[CH:16]=[CH:15][N:14]=[C:13]([Cl:17])[N:12]=1)[CH3:18])([CH3:4])([CH3:2])[CH3:3]. (2) The product is: [ClH:1].[Cl:1][C:2]1[CH:7]=[CH:6][C:5]([CH2:8][C@@H:9]([NH:27][C:28]([C@@H:30]2[CH2:39][C:38]3[C:33](=[CH:34][CH:35]=[CH:36][CH:37]=3)[CH2:32][NH:31]2)=[O:29])[C:10]([N:12]2[CH2:17][CH2:16][N:15]([C:18]3[CH:23]=[CH:22][CH:21]=[CH:20][C:19]=3[N+:24]([O-:26])=[O:25])[CH2:14][CH2:13]2)=[O:11])=[CH:4][CH:3]=1. Given the reactants [Cl:1][C:2]1[CH:7]=[CH:6][C:5]([CH2:8][C@@H:9]([NH:27][C:28]([C@@H:30]2[CH2:39][C:38]3[C:33](=[CH:34][CH:35]=[CH:36][CH:37]=3)[CH2:32][N:31]2C(OC(C)(C)C)=O)=[O:29])[C:10]([N:12]2[CH2:17][CH2:16][N:15]([C:18]3[CH:23]=[CH:22][CH:21]=[CH:20][C:19]=3[N+:24]([O-:26])=[O:25])[CH2:14][CH2:13]2)=[O:11])=[CH:4][CH:3]=1.Cl, predict the reaction product. (3) Given the reactants [Cl:1][C:2]1[CH:7]=[CH:6][C:5]([CH:8]=[CH:9][CH2:10][NH:11][CH2:12][C:13]2[CH:18]=[CH:17][C:16]([F:19])=[C:15]([F:20])[CH:14]=2)=[CH:4][CH:3]=1.[Cl:21][C:22]1[CH:27]=[C:26]([Cl:28])[CH:25]=[CH:24][C:23]=1[CH:29]=[CH:30][CH:31]=[CH:32][C:33](Cl)=[O:34], predict the reaction product. The product is: [Cl:1][C:2]1[CH:3]=[CH:4][C:5]([CH:8]=[CH:9][CH2:10][N:11]([CH2:12][C:13]2[CH:18]=[CH:17][C:16]([F:19])=[C:15]([F:20])[CH:14]=2)[C:33](=[O:34])[CH:32]=[CH:31][CH:30]=[CH:29][C:23]2[CH:24]=[CH:25][C:26]([Cl:28])=[CH:27][C:22]=2[Cl:21])=[CH:6][CH:7]=1. (4) The product is: [Br:1][C:2]1[CH:7]=[C:6]([F:8])[CH:5]=[CH:4][C:3]=1[CH2:9][N:11]1[CH2:16][CH2:15][O:14][CH2:13][CH2:12]1. Given the reactants [Br:1][C:2]1[CH:7]=[C:6]([F:8])[CH:5]=[CH:4][C:3]=1[CH2:9]Br.[NH:11]1[CH2:16][CH2:15][O:14][CH2:13][CH2:12]1.C(N(C(C)C)CC)(C)C, predict the reaction product. (5) The product is: [Br:8][C:9]1[CH:16]=[CH:15][C:12]([CH2:13][N:1]2[CH2:4][CH:3]([C:5]([O:7][CH3:18])=[O:6])[CH2:2]2)=[CH:11][C:10]=1[F:17]. Given the reactants [NH:1]1[CH2:4][CH:3]([C:5]([OH:7])=[O:6])[CH2:2]1.[Br:8][C:9]1[CH:16]=[CH:15][C:12]([CH:13]=O)=[CH:11][C:10]=1[F:17].[CH:18]([O-])([O-])OC.CC(O)=O.C(O[BH-](OC(=O)C)OC(=O)C)(=O)C.[Na+].CO.S(=O)(=O)(O)O, predict the reaction product.